This data is from Full USPTO retrosynthesis dataset with 1.9M reactions from patents (1976-2016). The task is: Predict the reactants needed to synthesize the given product. (1) Given the product [CH3:1][N:2]([CH3:8])[C:3]([N:4]([CH3:6])[CH3:5])=[N:19][CH2:15][CH2:16][CH2:17][CH3:18], predict the reactants needed to synthesize it. The reactants are: [CH3:1][N:2]([CH3:8])[C:3](=O)[N:4]([CH3:6])[CH3:5].C(Cl)(=O)C(Cl)=O.[CH2:15]([NH2:19])[CH2:16][CH2:17][CH3:18]. (2) Given the product [CH3:21][C:20]([CH3:23])([CH3:22])[C:19](=[O:24])[O:25][CH2:26][N:15]1[C:14](=[O:16])[O:13][N:12]=[C:11]1[C:7]1[CH:6]=[C:5]([C:4]([F:17])([F:3])[F:18])[N:10]=[CH:9][N:8]=1, predict the reactants needed to synthesize it. The reactants are: [H-].[Na+].[F:3][C:4]([F:18])([F:17])[C:5]1[N:10]=[CH:9][N:8]=[C:7]([C:11]2[NH:12][O:13][C:14](=[O:16])[N:15]=2)[CH:6]=1.[C:19]([O:25][CH2:26]Cl)(=[O:24])[C:20]([CH3:23])([CH3:22])[CH3:21].[Cl-].[NH4+]. (3) The reactants are: [Br:1][C:2]1[CH:3]=[C:4]2[C:8](=[CH:9][CH:10]=1)[N:7]([S:11]([C:14]1[CH:15]=[C:16]3[C:20](=[CH:21][CH:22]=1)[NH:19][C:18](=[O:23])[CH2:17]3)(=[O:13])=[O:12])[CH2:6][CH2:5]2.[N:24]1([CH2:29][CH2:30][O:31][C:32]2[CH:33]=[C:34]3[C:38](=[CH:39][CH:40]=2)[NH:37][C:36]([CH:41]=O)=[CH:35]3)[CH2:28][CH2:27][CH2:26][CH2:25]1. Given the product [Br:1][C:2]1[CH:3]=[C:4]2[C:8](=[CH:9][CH:10]=1)[N:7]([S:11]([C:14]1[CH:15]=[C:16]3[C:20](=[CH:21][CH:22]=1)[NH:19][C:18](=[O:23])[C:17]3=[CH:41][C:36]1[NH:37][C:38]3[C:34]([CH:35]=1)=[CH:33][C:32]([O:31][CH2:30][CH2:29][N:24]1[CH2:28][CH2:27][CH2:26][CH2:25]1)=[CH:40][CH:39]=3)(=[O:12])=[O:13])[CH2:6][CH2:5]2, predict the reactants needed to synthesize it. (4) Given the product [C:27]([O:26][C:24](=[O:25])[NH:31][CH2:32][CH2:33][CH2:34][NH:35][CH:19]([C:9]1[N:8]([CH2:1][C:2]2[CH:7]=[CH:6][CH:5]=[CH:4][CH:3]=2)[C:13](=[O:14])[C:12]2=[CH:15][CH:16]=[C:17]([Cl:18])[N:11]2[N:10]=1)[CH:21]1[CH2:23][CH2:22]1)([CH3:30])([CH3:28])[CH3:29], predict the reactants needed to synthesize it. The reactants are: [CH2:1]([N:8]1[C:13](=[O:14])[C:12]2=[CH:15][CH:16]=[C:17]([Cl:18])[N:11]2[N:10]=[C:9]1[CH:19]([CH:21]1[CH2:23][CH2:22]1)O)[C:2]1[CH:7]=[CH:6][CH:5]=[CH:4][CH:3]=1.[C:24]([NH:31][CH2:32][CH2:33][CH2:34][NH2:35])([O:26][C:27]([CH3:30])([CH3:29])[CH3:28])=[O:25]. (5) Given the product [C:27]([C:26]1[CH:25]=[CH:24][C:23]([CH2:22][N:19]2[CH:20]=[N:21][C:17]([NH:16][C:2]3[CH:3]=[CH:4][C:5]([N:10]4[CH:14]=[C:13]([CH3:15])[N:12]=[CH:11]4)=[C:6]([CH:9]=3)[C:7]#[N:8])=[N:18]2)=[CH:30][CH:29]=1)#[N:28], predict the reactants needed to synthesize it. The reactants are: Br[C:2]1[CH:3]=[CH:4][C:5]([N:10]2[CH:14]=[C:13]([CH3:15])[N:12]=[CH:11]2)=[C:6]([CH:9]=1)[C:7]#[N:8].[NH2:16][C:17]1[N:21]=[CH:20][N:19]([CH2:22][C:23]2[CH:30]=[CH:29][C:26]([C:27]#[N:28])=[CH:25][CH:24]=2)[N:18]=1. (6) The reactants are: [O:1]1[C:5]2[CH:6]=[CH:7][CH:8]=[CH:9][C:4]=2[CH:3]=[C:2]1[C:10]1[N:14]2[N:15]=[C:16]([O:19][CH2:20][CH2:21][CH2:22][S:23](=[N:25][C:26]#[N:27])[CH3:24])[CH:17]=[CH:18][C:13]2=[N:12][CH:11]=1.S([O-])(O[O-])(=O)=[O:29].[K+].[K+].C(=O)([O-])[O-].[K+].[K+].S([O-])([O-])(=O)=S.[Na+].[Na+]. Given the product [O:1]1[C:5]2[CH:6]=[CH:7][CH:8]=[CH:9][C:4]=2[CH:3]=[C:2]1[C:10]1[N:14]2[N:15]=[C:16]([O:19][CH2:20][CH2:21][CH2:22][S:23](=[N:25][C:26]#[N:27])([CH3:24])=[O:29])[CH:17]=[CH:18][C:13]2=[N:12][CH:11]=1, predict the reactants needed to synthesize it. (7) Given the product [Cl:19][C:14]1[CH:15]=[CH:16][CH:17]=[CH:18][C:13]=1[S:10]([N:8]1[CH2:9][C@@H:5]([C:3]([OH:4])=[O:2])[N:6]([C:21]2[CH:26]=[CH:25][CH:24]=[CH:23][C:22]=2[Cl:27])[C:7]1=[O:20])(=[O:11])=[O:12], predict the reactants needed to synthesize it. The reactants are: C[O:2][C:3]([C@@H:5]1[CH2:9][N:8]([S:10]([C:13]2[CH:18]=[CH:17][CH:16]=[CH:15][C:14]=2[Cl:19])(=[O:12])=[O:11])[C:7](=[O:20])[N:6]1[C:21]1[CH:26]=[CH:25][CH:24]=[CH:23][C:22]=1[Cl:27])=[O:4].[OH-].[Na+].